Dataset: Full USPTO retrosynthesis dataset with 1.9M reactions from patents (1976-2016). Task: Predict the reactants needed to synthesize the given product. Given the product [CH3:32][C:30]1[CH:31]=[C:26]([C:22]2[CH:23]=[CH:24][CH:25]=[C:20]([CH2:19][O:1][C:2]3[CH:7]=[CH:6][C:5]([C:8]4([CH2:12][C:13]([O:15][CH2:16][CH3:17])=[O:14])[CH2:9][O:10][CH2:11]4)=[CH:4][CH:3]=3)[CH:21]=2)[CH:27]=[C:28]([CH3:41])[C:29]=1[O:33][CH2:34][CH2:35][CH2:36][S:37]([CH3:40])(=[O:38])=[O:39], predict the reactants needed to synthesize it. The reactants are: [OH:1][C:2]1[CH:7]=[CH:6][C:5]([C:8]2([CH2:12][C:13]([O:15][CH2:16][CH3:17])=[O:14])[CH2:11][O:10][CH2:9]2)=[CH:4][CH:3]=1.Br[CH2:19][C:20]1[CH:21]=[C:22]([C:26]2[CH:31]=[C:30]([CH3:32])[C:29]([O:33][CH2:34][CH2:35][CH2:36][S:37]([CH3:40])(=[O:39])=[O:38])=[C:28]([CH3:41])[CH:27]=2)[CH:23]=[CH:24][CH:25]=1.BrCC1C=C(C2C=CC(OCCCS(C)(=O)=O)=CC=2C)C=CC=1.C(=O)([O-])[O-].[Cs+].[Cs+].